Dataset: Reaction yield outcomes from USPTO patents with 853,638 reactions. Task: Predict the reaction yield, written as a fraction of the theoretical maximum amount of product (1.0 means a 100% yield; for example, 0.34 means a 34% yield). (1) The reactants are Br[C:2]1[CH:3]=[C:4]([NH:9][CH2:10][CH2:11][N:12]([CH3:14])[CH3:13])[CH:5]=[C:6]([F:8])[CH:7]=1.B1(B2OC(C)(C)C(C)(C)O2)OC(C)(C)C(C)(C)O1.CC([O-])=O.[K+].[O-]P([O-])([O-])=O.[K+].[K+].[K+].Br[C:47]1[CH:48]=[N:49][CH:50]=[C:51]([N+:54]([O-:56])=[O:55])[C:52]=1[NH2:53]. The catalyst is C1C=CC(P(C2C=CC=CC=2)[C-]2C=CC=C2)=CC=1.C1C=CC(P(C2C=CC=CC=2)[C-]2C=CC=C2)=CC=1.Cl[Pd]Cl.[Fe+2].C1C=CC([P]([Pd]([P](C2C=CC=CC=2)(C2C=CC=CC=2)C2C=CC=CC=2)([P](C2C=CC=CC=2)(C2C=CC=CC=2)C2C=CC=CC=2)[P](C2C=CC=CC=2)(C2C=CC=CC=2)C2C=CC=CC=2)(C2C=CC=CC=2)C2C=CC=CC=2)=CC=1.O.CN(C=O)C. The product is [NH2:53][C:52]1[C:51]([N+:54]([O-:56])=[O:55])=[CH:50][N:49]=[CH:48][C:47]=1[C:2]1[CH:3]=[C:4]([NH:9][CH2:10][CH2:11][N:12]([CH3:14])[CH3:13])[CH:5]=[C:6]([F:8])[CH:7]=1. The yield is 0.540. (2) The reactants are C[O:2][C:3](=O)[C:4]1[CH:9]=[CH:8][C:7]([NH:10][C:11]2[CH:16]=[C:15]([C:17]3[CH:22]=[C:21]([Cl:23])[CH:20]=[CH:19][C:18]=3[O:24][CH3:25])[N:14]=[C:13]([NH2:26])[N:12]=2)=[CH:6][CH:5]=1.[H-].[Al+3].[Li+].[H-].[H-].[H-].[OH-].[Na+]. The catalyst is O1CCCC1. The product is [NH2:26][C:13]1[N:12]=[C:11]([NH:10][C:7]2[CH:8]=[CH:9][C:4]([CH2:3][OH:2])=[CH:5][CH:6]=2)[CH:16]=[C:15]([C:17]2[CH:22]=[C:21]([Cl:23])[CH:20]=[CH:19][C:18]=2[O:24][CH3:25])[N:14]=1. The yield is 0.870. (3) The reactants are [NH:1]([CH2:5][CH2:6][OH:7])[CH2:2][CH2:3][OH:4].C(N(CC)CC)C.[F:15][C:16]([F:50])([F:49])[C:17]1[CH:22]=[C:21]([C:23]2[CH:28]=[CH:27][C:26]([C:29]([F:32])([F:31])[F:30])=[CH:25][CH:24]=2)[N:20]=[C:19]([C:33]2[CH:34]=[C:35]([C:39]3[CH:44]=[CH:43][CH:42]=[C:41]([S:45](Cl)(=[O:47])=[O:46])[CH:40]=3)[CH:36]=[CH:37][CH:38]=2)[N:18]=1. The catalyst is C1COCC1. The product is [OH:4][CH2:3][CH2:2][N:1]([CH2:5][CH2:6][OH:7])[S:45]([C:41]1[CH:40]=[C:39]([C:35]2[CH:36]=[CH:37][CH:38]=[C:33]([C:19]3[N:18]=[C:17]([C:16]([F:15])([F:49])[F:50])[CH:22]=[C:21]([C:23]4[CH:28]=[CH:27][C:26]([C:29]([F:32])([F:30])[F:31])=[CH:25][CH:24]=4)[N:20]=3)[CH:34]=2)[CH:44]=[CH:43][CH:42]=1)(=[O:46])=[O:47]. The yield is 0.530. (4) The reactants are [F:1][C:2]1[CH:7]=[C:6]([F:8])[CH:5]=[CH:4][C:3]=1/[CH:9]=[CH:10]/[C:11]1[CH:16]=[CH:15][C:14]([S:17]([C:20]2[CH:25]=[CH:24][CH:23]=[CH:22][CH:21]=2)(=[O:19])=[O:18])=[CH:13][CH:12]=1. The catalyst is C(OCC)(=O)C.[Pd]. The product is [F:1][C:2]1[CH:7]=[C:6]([F:8])[CH:5]=[CH:4][C:3]=1[CH2:9][CH2:10][C:11]1[CH:16]=[CH:15][C:14]([S:17]([C:20]2[CH:21]=[CH:22][CH:23]=[CH:24][CH:25]=2)(=[O:19])=[O:18])=[CH:13][CH:12]=1. The yield is 0.400. (5) The catalyst is CN(C=O)C. The reactants are C(OC([N:8]1[C@@H:13]([CH3:14])[CH2:12][N:11]([C:15](=[O:30])[C:16]2[CH:21]=[CH:20][C:19]([C:22]3[CH:23]=[N:24][C:25]([NH2:29])=[C:26]([OH:28])[CH:27]=3)=[CH:18][CH:17]=2)[CH2:10][C@H:9]1[CH3:31])=O)(C)(C)C.Br[CH2:33][C:34]1[CH:39]=[CH:38][CH:37]=[CH:36][C:35]=1[CH3:40].C([O-])([O-])=O.[Cs+].[Cs+].O. The yield is 0.466. The product is [NH2:29][C:25]1[N:24]=[CH:23][C:22]([C:19]2[CH:20]=[CH:21][C:16]([C:15]([N:11]3[CH2:10][CH:9]([CH3:31])[NH:8][CH:13]([CH3:14])[CH2:12]3)=[O:30])=[CH:17][CH:18]=2)=[CH:27][C:26]=1[O:28][CH2:33][C:34]1[CH:39]=[CH:38][CH:37]=[CH:36][C:35]=1[CH3:40]. (6) The reactants are [NH2:1][C:2]1[C:10]2[C:5](=[N:6][C:7]([N:14]3[CH2:19][CH2:18][CH:17]([OH:20])[CH2:16][CH2:15]3)=[CH:8][C:9]=2[CH2:11][CH2:12][CH3:13])[S:4][C:3]=1[C:21]#[N:22].[N:23](OCCC(C)C)=O.[ClH:31]. The catalyst is CCO. The product is [Cl:31][C:21]1[C:3]2[S:4][C:5]3[N:6]=[C:7]([N:14]4[CH2:15][CH2:16][CH:17]([OH:20])[CH2:18][CH2:19]4)[CH:8]=[C:9]([CH2:11][CH2:12][CH3:13])[C:10]=3[C:2]=2[N:1]=[N:23][N:22]=1. The yield is 0.350. (7) The reactants are [OH:1][CH2:2][C:3]([NH:6][C:7](=[O:13])[O:8][C:9]([CH3:12])([CH3:11])[CH3:10])([CH3:5])[CH3:4].CCN(CC)CC.[CH3:21][S:22](Cl)(=[O:24])=[O:23]. The catalyst is C(Cl)Cl. The product is [CH3:21][S:22]([O:1][CH2:2][C:3]([NH:6][C:7]([O:8][C:9]([CH3:12])([CH3:11])[CH3:10])=[O:13])([CH3:4])[CH3:5])(=[O:24])=[O:23]. The yield is 1.08.